This data is from Forward reaction prediction with 1.9M reactions from USPTO patents (1976-2016). The task is: Predict the product of the given reaction. Given the reactants [Cl:1][C:2]1[CH:3]=[C:4]([S:10]([N:13]([CH2:29][C:30]([OH:32])=[O:31])[C:14]2[CH:15]=[CH:16][C:17]3[N:18]([CH2:27][CH3:28])[C:19]4[C:24]([C:25]=3[CH:26]=2)=[CH:23][CH:22]=[CH:21][CH:20]=4)(=[O:12])=[O:11])[CH:5]=[C:6]([C:8]#[CH:9])[CH:7]=1.[H][H], predict the reaction product. The product is: [Cl:1][C:2]1[CH:3]=[C:4]([S:10]([N:13]([CH2:29][C:30]([OH:32])=[O:31])[C:14]2[CH:15]=[CH:16][C:17]3[N:18]([CH2:27][CH3:28])[C:19]4[C:24]([C:25]=3[CH:26]=2)=[CH:23][CH:22]=[CH:21][CH:20]=4)(=[O:12])=[O:11])[CH:5]=[C:6]([CH2:8][CH3:9])[CH:7]=1.